Dataset: Catalyst prediction with 721,799 reactions and 888 catalyst types from USPTO. Task: Predict which catalyst facilitates the given reaction. Product: [CH3:1][C:2]1[C:10]2[C:9]([CH2:11][N:12]3[C:16]4[CH:17]=[CH:18][CH:19]=[CH:20][C:15]=4[N:14]([CH2:21][CH2:22][C:23]4[NH:28][N:27]=[N:26][N:24]=4)[C:13]3=[O:25])=[CH:8][S:7][C:6]=2[CH:5]=[CH:4][CH:3]=1. The catalyst class is: 3. Reactant: [CH3:1][C:2]1[C:10]2[C:9]([CH2:11][N:12]3[C:16]4[CH:17]=[CH:18][CH:19]=[CH:20][C:15]=4[N:14]([CH2:21][CH2:22][C:23]#[N:24])[C:13]3=[O:25])=[CH:8][S:7][C:6]=2[CH:5]=[CH:4][CH:3]=1.[N:26]([Si](C)(C)C)=[N+:27]=[N-:28].C([Sn](=O)CCCC)CCC.O.